Predict the product of the given reaction. From a dataset of Forward reaction prediction with 1.9M reactions from USPTO patents (1976-2016). (1) The product is: [CH2:12]([O:11][C:9](=[O:10])[CH2:8][CH:5]1[CH2:6][CH2:7][CH:2]([I:14])[CH2:3][CH2:4]1)[CH3:13]. Given the reactants O[CH:2]1[CH2:7][CH2:6][CH:5]([CH2:8][C:9]([O:11][CH2:12][CH3:13])=[O:10])[CH2:4][CH2:3]1.[I:14]I.N1C=CN=C1.C1(P(C2C=CC=CC=2)C2C=CC=CC=2)C=CC=CC=1, predict the reaction product. (2) Given the reactants [Cl:1][C:2]1[C:3]([C:9](=[O:11])[CH3:10])=[N:4][CH:5]=[C:6]([Cl:8])[CH:7]=1.[Br-:12].[Br-].[Br-].C[N+](C)(C)C1C=CC=CC=1.C[N+](C1C=CC=CC=1)(C)C.C[N+](C1C=CC=CC=1)(C)C, predict the reaction product. The product is: [Br:12][CH2:10][C:9]([C:3]1[C:2]([Cl:1])=[CH:7][C:6]([Cl:8])=[CH:5][N:4]=1)=[O:11]. (3) Given the reactants Cl.[CH3:2][O:3][C:4](=[O:22])/[CH:5]=[CH:6]/[C:7]1[CH:8]=[C:9]2[C:18](=[CH:19][CH:20]=1)[O:17][C:12]1([CH2:16][CH2:15][NH:14][CH2:13]1)[CH2:11][C:10]2=[O:21].[F:23][C:24]1[CH:31]=[CH:30][C:27]([CH:28]=O)=[CH:26][CH:25]=1.[BH-](OC(C)=O)(OC(C)=O)OC(C)=O.[Na+], predict the reaction product. The product is: [CH3:2][O:3][C:4](=[O:22])/[CH:5]=[CH:6]/[C:7]1[CH:8]=[C:9]2[C:18](=[CH:19][CH:20]=1)[O:17][C:12]1([CH2:16][CH2:15][N:14]([CH2:28][C:27]3[CH:30]=[CH:31][C:24]([F:23])=[CH:25][CH:26]=3)[CH2:13]1)[CH2:11][C:10]2=[O:21]. (4) Given the reactants [Li].Br[CH2:3][CH3:4].C([Li])C.[CH3:8][C:9]([Si:12]([CH3:34])([CH3:33])[O:13][C@H:14]1[CH2:19][CH2:18][C@H:17]2[C@H:20]3[C@H:29]([CH2:30][CH2:31][C@:15]12[CH3:16])[C@@H:28]1[C:23](=[CH:24][C:25](=[O:32])[CH2:26][CH2:27]1)[CH:22]=[CH:21]3)([CH3:11])[CH3:10].Cl[Si:36]([CH3:39])([CH3:38])[CH3:37].[Cl-].[NH4+].N, predict the reaction product. The product is: [CH3:11][C:9]([Si:12]([CH3:34])([CH3:33])[O:13][C@H:14]1[CH2:19][CH2:18][C@H:17]2[C@H:20]3[C@H:29]([CH2:30][CH2:31][C@:15]12[CH3:16])[C@@H:28]1[C:23]([CH:24]=[C:25]([O:32][Si:36]([CH3:39])([CH3:38])[CH3:37])[CH2:26][CH2:27]1)=[CH:22][C@H:21]3[CH2:3][CH3:4])([CH3:8])[CH3:10]. (5) Given the reactants [CH:1]1[C:10]2[C:5](=[CH:6][CH:7]=[CH:8][CH:9]=2)[CH:4]=[CH:3][N:2]=1.C1C(=O)N([Br:18])C(=O)C1, predict the reaction product. The product is: [Br:18][C:6]1[CH:7]=[CH:8][CH:9]=[C:10]2[C:5]=1[CH:4]=[CH:3][N:2]=[CH:1]2. (6) Given the reactants C1(C2C=CC=CC=2)C=CC=CC=1P(C1CCCCC1)C1CCCCC1.[NH:26]1[CH2:31][CH2:30][S:29](=[O:33])(=[O:32])[CH2:28][CH2:27]1.Cl[C:35]1[CH:36]=[CH:37][C:38]2[C:39]3[N:56]=[C:55]([C:57]4[CH:58]=[N:59][C:60]([CH3:63])=[CH:61][CH:62]=4)[CH:54]=[C:53]([C:64]([O:66][CH3:67])=[O:65])[C:40]=3[N:41](CC3C=CC(OC)=CC=3)[C:42]=2[CH:43]=1.P([O-])([O-])([O-])=O.[K+].[K+].[K+].C1(OC)C=CC=CC=1, predict the reaction product. The product is: [O:32]=[S:29]1(=[O:33])[CH2:30][CH2:31][N:26]([C:35]2[CH:36]=[CH:37][C:38]3[C:39]4[N:56]=[C:55]([C:57]5[CH:58]=[N:59][C:60]([CH3:63])=[CH:61][CH:62]=5)[CH:54]=[C:53]([C:64]([O:66][CH3:67])=[O:65])[C:40]=4[NH:41][C:42]=3[CH:43]=2)[CH2:27][CH2:28]1.